This data is from NCI-60 drug combinations with 297,098 pairs across 59 cell lines. The task is: Regression. Given two drug SMILES strings and cell line genomic features, predict the synergy score measuring deviation from expected non-interaction effect. (1) Drug 1: C1=CC=C(C=C1)NC(=O)CCCCCCC(=O)NO. Drug 2: CN(C(=O)NC(C=O)C(C(C(CO)O)O)O)N=O. Cell line: A498. Synergy scores: CSS=3.74, Synergy_ZIP=-1.06, Synergy_Bliss=0.510, Synergy_Loewe=-5.65, Synergy_HSA=-0.783. (2) Drug 1: CC=C1C(=O)NC(C(=O)OC2CC(=O)NC(C(=O)NC(CSSCCC=C2)C(=O)N1)C(C)C)C(C)C. Drug 2: CC12CCC3C(C1CCC2OP(=O)(O)O)CCC4=C3C=CC(=C4)OC(=O)N(CCCl)CCCl.[Na+]. Cell line: RXF 393. Synergy scores: CSS=58.2, Synergy_ZIP=-0.0664, Synergy_Bliss=0.623, Synergy_Loewe=-67.5, Synergy_HSA=-0.0691.